Dataset: Catalyst prediction with 721,799 reactions and 888 catalyst types from USPTO. Task: Predict which catalyst facilitates the given reaction. (1) Reactant: [N+:1]([C:4]1[C:5]([NH2:11])=[C:6]([NH2:10])[CH:7]=[CH:8][CH:9]=1)([O-:3])=[O:2].[C:12]1([CH3:22])[CH:17]=[CH:16][C:15]([S:18](Cl)(=[O:20])=[O:19])=[CH:14][CH:13]=1. Product: [NH2:11][C:5]1[C:4]([N+:1]([O-:3])=[O:2])=[CH:9][CH:8]=[CH:7][C:6]=1[NH:10][S:18]([C:15]1[CH:16]=[CH:17][C:12]([CH3:22])=[CH:13][CH:14]=1)(=[O:20])=[O:19]. The catalyst class is: 17. (2) Reactant: [Cl:1][C:2]1[CH:7]=[CH:6][CH:5]=[C:4]([Cl:8])[C:3]=1[CH2:9][S:10]([C:13]1[CH:14]=[C:15]2[C:19](=[CH:20][CH:21]=1)[NH:18][C:17](=[O:22])/[C:16]/2=[CH:23]\[C:24]1[NH:28][C:27]([CH3:29])=[C:26]([CH2:30][CH2:31][C:32](O)=[O:33])[C:25]=1[CH3:35])(=[O:12])=[O:11].CN(C(ON1N=NC2C=CC=NC1=2)=[N+](C)C)C.F[P-](F)(F)(F)(F)F.[N:60]1([CH2:65][C@@H:66]2[CH2:71][CH2:70][CH2:69][NH:68][CH2:67]2)[CH2:64][CH2:63][CH2:62][CH2:61]1. Product: [Cl:1][C:2]1[CH:7]=[CH:6][CH:5]=[C:4]([Cl:8])[C:3]=1[CH2:9][S:10]([C:13]1[CH:14]=[C:15]2[C:19](=[CH:20][CH:21]=1)[NH:18][C:17](=[O:22])/[C:16]/2=[CH:23]\[C:24]1[NH:28][C:27]([CH3:29])=[C:26]([CH2:30][CH2:31][C:32](=[O:33])[N:68]2[CH2:69][CH2:70][CH2:71][C@@H:66]([CH2:65][N:60]3[CH2:61][CH2:62][CH2:63][CH2:64]3)[CH2:67]2)[C:25]=1[CH3:35])(=[O:11])=[O:12]. The catalyst class is: 3. (3) Reactant: [C:1]1([C:51]2[CH:56]=[CH:55][CH:54]=[CH:53][CH:52]=2)[CH:6]=[CH:5][C:4]([N:7]([C:23]2[CH:28]=[CH:27][C:26]([C:29]3[CH:30]=[C:31]4[C:39](=[CH:40][CH:41]=3)[NH:38][C:37]3[CH:36]=[C:35]5[C:42]([CH3:50])([CH3:49])[C:43]6[C:48]([C:34]5=[CH:33][C:32]4=3)=[CH:47][CH:46]=[CH:45][CH:44]=6)=[CH:25][CH:24]=2)[C:8]2[CH:20]=[CH:19][C:18]3[C:17]4[C:12](=[CH:13][CH:14]=[CH:15][CH:16]=4)[C:11]([CH3:22])([CH3:21])[C:10]=3[CH:9]=2)=[CH:3][CH:2]=1.Br[C:58]1[CH:63]=[CH:62][CH:61]=[CH:60][CH:59]=1.C(P(C(C)(C)C)C(C)(C)C)(C)(C)C.CC([O-])(C)C.[Na+]. Product: [C:1]1([C:51]2[CH:52]=[CH:53][CH:54]=[CH:55][CH:56]=2)[CH:2]=[CH:3][C:4]([N:7]([C:8]2[CH:20]=[CH:19][C:18]3[C:17]4[C:12](=[CH:13][CH:14]=[CH:15][CH:16]=4)[C:11]([CH3:21])([CH3:22])[C:10]=3[CH:9]=2)[C:23]2[CH:24]=[CH:25][C:26]([C:29]3[CH:30]=[C:31]4[C:39](=[CH:40][CH:41]=3)[N:38]([C:58]3[CH:63]=[CH:62][CH:61]=[CH:60][CH:59]=3)[C:37]3[CH:36]=[C:35]5[C:42]([CH3:49])([CH3:50])[C:43]6[C:48]([C:34]5=[CH:33][C:32]4=3)=[CH:47][CH:46]=[CH:45][CH:44]=6)=[CH:27][CH:28]=2)=[CH:5][CH:6]=1. The catalyst class is: 222. (4) Reactant: [Br:1][C:2]1[C:10]2[C:5](=[CH:6][CH:7]=[C:8]([NH:11][C:12](=[O:17])[CH2:13][C:14](=O)[CH3:15])[CH:9]=2)[NH:4][N:3]=1.[F:18][C:19]1[CH:26]=[CH:25][C:22]([CH:23]=O)=[CH:21][CH:20]=1.[NH2:27][C:28]([NH2:30])=[O:29].[O-]S(C(F)(F)F)(=O)=O.[Yb+3].[O-]S(C(F)(F)F)(=O)=O.[O-]S(C(F)(F)F)(=O)=O. Product: [Br:1][C:2]1[C:10]2[C:5](=[CH:6][CH:7]=[C:8]([NH:11][C:12]([C:13]3[CH:23]([C:22]4[CH:25]=[CH:26][C:19]([F:18])=[CH:20][CH:21]=4)[NH:27][C:28](=[O:29])[NH:30][C:14]=3[CH3:15])=[O:17])[CH:9]=2)[NH:4][N:3]=1. The catalyst class is: 23.